Dataset: Catalyst prediction with 721,799 reactions and 888 catalyst types from USPTO. Task: Predict which catalyst facilitates the given reaction. (1) The catalyst class is: 1. Reactant: [F:1][C:2]([F:14])([F:13])[C:3]1[CH:4]=[C:5]([NH:9][C:10]([NH2:12])=[S:11])[CH:6]=[CH:7][CH:8]=1.[C:15]([C:17]1[CH:24]=[CH:23][C:20]([CH:21]=O)=[CH:19][CH:18]=1)#[N:16].[CH3:25][C:26](=O)[CH2:27][C:28](=[O:30])[CH3:29]. Product: [C:28]([C:27]1[CH:21]([C:20]2[CH:23]=[CH:24][C:17]([C:15]#[N:16])=[CH:18][CH:19]=2)[NH:12][C:10](=[S:11])[N:9]([C:5]2[CH:6]=[CH:7][CH:8]=[C:3]([C:2]([F:1])([F:13])[F:14])[CH:4]=2)[C:26]=1[CH3:25])(=[O:30])[CH3:29]. (2) Reactant: [NH2:1][C:2]([NH:4][C:5]1[CH:35]=[CH:34][C:8]([C:9]([NH:11][C:12]2[CH:33]=[CH:32][C:15]3[N:16]([CH:19]([C:26]4[CH:31]=[CH:30][CH:29]=[CH:28][CH:27]=4)[CH2:20][C:21]([O:23]CC)=[O:22])[CH:17]=[N:18][C:14]=3[CH:13]=2)=[O:10])=[CH:7][CH:6]=1)=[NH:3]. Product: [NH2:3][C:2]([NH:4][C:5]1[CH:6]=[CH:7][C:8]([C:9]([NH:11][C:12]2[CH:33]=[CH:32][C:15]3[N:16]([CH:19]([C:26]4[CH:27]=[CH:28][CH:29]=[CH:30][CH:31]=4)[CH2:20][C:21]([OH:23])=[O:22])[CH:17]=[N:18][C:14]=3[CH:13]=2)=[O:10])=[CH:34][CH:35]=1)=[NH:1]. The catalyst class is: 33.